From a dataset of Full USPTO retrosynthesis dataset with 1.9M reactions from patents (1976-2016). Predict the reactants needed to synthesize the given product. (1) The reactants are: [F-].C([N+](CCCC)(CCCC)CCCC)CCC.[F:19][C:20]1([F:68])[CH2:23][CH:22]([O:24][C:25]2[C:26]3[C:49]([C:50]4[CH:55]=[CH:54][C:53]([C:56](=[O:59])[NH:57][CH3:58])=[CH:52][CH:51]=4)=[CH:48][N:47](COCC[Si](C)(C)C)[C:27]=3[N:28]=[C:29]([NH:31][C:32]3[CH:44]=[CH:43][C:35]([C:36]([NH:38][CH:39]4[CH2:42][O:41][CH2:40]4)=[O:37])=[CH:34][C:33]=3[O:45][CH3:46])[N:30]=2)[CH2:21]1. Given the product [F:68][C:20]1([F:19])[CH2:21][CH:22]([O:24][C:25]2[C:26]3[C:49]([C:50]4[CH:55]=[CH:54][C:53]([C:56](=[O:59])[NH:57][CH3:58])=[CH:52][CH:51]=4)=[CH:48][NH:47][C:27]=3[N:28]=[C:29]([NH:31][C:32]3[CH:44]=[CH:43][C:35]([C:36]([NH:38][CH:39]4[CH2:40][O:41][CH2:42]4)=[O:37])=[CH:34][C:33]=3[O:45][CH3:46])[N:30]=2)[CH2:23]1, predict the reactants needed to synthesize it. (2) Given the product [NH2:7][C@H:8]([CH2:28][C:29]1[CH:30]=[CH:31][C:32]([O:35][CH3:36])=[CH:33][CH:34]=1)[C:9]([N:11]1[CH2:16][CH2:15][C:14]([C:23](=[O:27])[CH2:24][CH2:25][CH3:26])([CH:17]2[CH2:18][CH2:19][CH2:20][CH2:21][CH2:22]2)[CH2:13][CH2:12]1)=[O:10], predict the reactants needed to synthesize it. The reactants are: C(OC(=O)[NH:7][C@H:8]([CH2:28][C:29]1[CH:34]=[CH:33][C:32]([O:35][CH3:36])=[CH:31][CH:30]=1)[C:9]([N:11]1[CH2:16][CH2:15][C:14]([C:23](=[O:27])[CH2:24][CH2:25][CH3:26])([CH:17]2[CH2:22][CH2:21][CH2:20][CH2:19][CH2:18]2)[CH2:13][CH2:12]1)=[O:10])(C)(C)C.[OH-].[Na+]. (3) Given the product [Cl:1][C:2]1[CH:7]=[CH:6][CH:5]=[CH:4][C:3]=1[C:8]1[C:9]([CH2:23][C:24]([NH:26][C:27]([NH:28][CH2:32][CH2:31][CH2:30][OH:38])=[NH:33])=[O:25])=[C:10]([C:13]2[CH:18]=[CH:17][C:16]([O:19][CH2:20][CH2:21][CH3:22])=[CH:15][CH:14]=2)[S:11][CH:12]=1, predict the reactants needed to synthesize it. The reactants are: [Cl:1][C:2]1[CH:7]=[CH:6][CH:5]=[CH:4][C:3]=1[C:8]1[C:9]([CH2:23][C:24]([NH:26][C:27](=[NH:33])[N:28]2[CH:32]=[CH:31][CH:30]=N2)=[O:25])=[C:10]([C:13]2[CH:18]=[CH:17][C:16]([O:19][CH2:20][CH2:21][CH3:22])=[CH:15][CH:14]=2)[S:11][CH:12]=1.NCCC[OH:38].C(N(C(C)C)CC)(C)C. (4) Given the product [CH2:18]([O:17][C:15]([C:14]1[CH:13]=[C:12]([NH:11][C:9]2[CH:8]=[CH:7][N:6]=[C:5]3[N:4]([CH2:23][C:24]4[CH:29]=[CH:28][C:27]([O:30][CH3:31])=[CH:26][CH:25]=4)[N:3]=[C:2]([NH:32][C@@H:33]4[CH2:38][CH2:37][CH2:36][N:35]([C:39]([O:41][C:42]([CH3:45])([CH3:44])[CH3:43])=[O:40])[CH2:34]4)[C:10]=23)[CH:22]=[CH:21][CH:20]=1)=[O:16])[CH3:19], predict the reactants needed to synthesize it. The reactants are: Br[C:2]1[C:10]2[C:5](=[N:6][CH:7]=[CH:8][C:9]=2[NH:11][C:12]2[CH:13]=[C:14]([CH:20]=[CH:21][CH:22]=2)[C:15]([O:17][CH2:18][CH3:19])=[O:16])[N:4]([CH2:23][C:24]2[CH:29]=[CH:28][C:27]([O:30][CH3:31])=[CH:26][CH:25]=2)[N:3]=1.[NH2:32][C@@H:33]1[CH2:38][CH2:37][CH2:36][N:35]([C:39]([O:41][C:42]([CH3:45])([CH3:44])[CH3:43])=[O:40])[CH2:34]1.N1CCC[C@H]1C(O)=O.C(=O)([O-])[O-].[K+].[K+]. (5) Given the product [CH2:1]([C:8]1[S:12][C:11]([N:13]2[CH2:14][CH2:15][NH:16][CH2:17][CH2:18]2)=[N:10][C:9]=1[C:19]1[CH:20]=[CH:21][C:22]([OH:25])=[CH:23][CH:24]=1)[C:2]1[CH:7]=[CH:6][CH:5]=[CH:4][CH:3]=1, predict the reactants needed to synthesize it. The reactants are: [CH2:1]([C:8]1[S:12][C:11]([N:13]2[CH2:18][CH2:17][NH:16][CH2:15][CH2:14]2)=[N:10][C:9]=1[C:19]1[CH:24]=[CH:23][C:22]([O:25]C)=[CH:21][CH:20]=1)[C:2]1[CH:7]=[CH:6][CH:5]=[CH:4][CH:3]=1.B(Br)(Br)Br. (6) Given the product [Br:10][C:4]1[CH:5]=[CH:6][C:7]([F:8])=[C:2]([F:1])[C:3]=1[CH3:9], predict the reactants needed to synthesize it. The reactants are: [F:1][C:2]1[C:7]([F:8])=[CH:6][CH:5]=[CH:4][C:3]=1[CH3:9].[Br:10]Br. (7) Given the product [C:14]1([NH:13][C:5]2[C:6]3[CH:12]=[CH:11][CH:10]=[CH:9][C:7]=3[S:8][C:4]=2[NH2:1])[CH:15]=[CH:16][CH:17]=[CH:18][CH:19]=1, predict the reactants needed to synthesize it. The reactants are: [N+:1]([C:4]1[S:8][C:7]2[CH:9]=[CH:10][CH:11]=[CH:12][C:6]=2[C:5]=1[NH:13][C:14]1[CH:19]=[CH:18][CH:17]=[CH:16][CH:15]=1)([O-])=O. (8) Given the product [CH3:1][O:2][C:3]([C:5]1[C:6]2[C:7]([C:30]3[C:38]4[C:33](=[CH:34][CH:35]=[CH:36][CH:37]=4)[N:32]([S:39]([C:42]4[CH:47]=[CH:46][C:45]([CH3:48])=[CH:44][CH:43]=4)(=[O:41])=[O:40])[CH:31]=3)=[CH:8][N:9]([S:14]([C:17]3[CH:22]=[CH:21][C:20]([CH3:23])=[CH:19][CH:18]=3)(=[O:16])=[O:15])[C:10]=2[CH:11]=[CH:12][CH:13]=1)=[O:4], predict the reactants needed to synthesize it. The reactants are: [CH3:1][O:2][C:3]([C:5]1[C:6]2[C:7](I)=[CH:8][N:9]([S:14]([C:17]3[CH:22]=[CH:21][C:20]([CH3:23])=[CH:19][CH:18]=3)(=[O:16])=[O:15])[C:10]=2[CH:11]=[CH:12][CH:13]=1)=[O:4].C([Sn](CCCC)(CCCC)[C:30]1[C:38]2[C:33](=[CH:34][CH:35]=[CH:36][CH:37]=2)[N:32]([S:39]([C:42]2[CH:47]=[CH:46][C:45]([CH3:48])=[CH:44][CH:43]=2)(=[O:41])=[O:40])[CH:31]=1)CCC. (9) Given the product [O:1]=[C:2]1[N:8]([CH:9]2[CH2:10][CH2:11][N:12]([C:15]([O:17][C@H:18]([CH2:19][C:20]3[CH:25]=[CH:24][C:23]([Br:26])=[C:22]([Br:27])[CH:21]=3)[C:28]([N:74]3[CH2:73][CH2:72][N:71]([CH:68]4[CH2:69][CH2:70][N:65]([CH3:64])[CH2:66][CH2:67]4)[CH2:76][CH2:75]3)=[O:30])=[O:16])[CH2:13][CH2:14]2)[CH2:7][CH2:6][C:5]2[CH:31]=[CH:32][CH:33]=[CH:34][C:4]=2[NH:3]1, predict the reactants needed to synthesize it. The reactants are: [O:1]=[C:2]1[N:8]([CH:9]2[CH2:14][CH2:13][N:12]([C:15]([O:17][C@@H:18]([C:28]([OH:30])=O)[CH2:19][C:20]3[CH:25]=[CH:24][C:23]([Br:26])=[C:22]([Br:27])[CH:21]=3)=[O:16])[CH2:11][CH2:10]2)[CH2:7][CH2:6][C:5]2[CH:31]=[CH:32][CH:33]=[CH:34][C:4]=2[NH:3]1.CN(C(ON1N=NC2C=CC=CC1=2)=[N+](C)C)C.[B-](F)(F)(F)F.C(N(CC)CC)C.[CH3:64][N:65]1[CH2:70][CH2:69][CH:68]([N:71]2[CH2:76][CH2:75][NH:74][CH2:73][CH2:72]2)[CH2:67][CH2:66]1. (10) Given the product [Br:57][C:58]1[C:63]([CH3:64])=[CH:62][C:61]([O:65][CH:2]2[CH2:7][CH2:6][O:5][CH2:4][CH2:3]2)=[CH:60][C:59]=1[CH3:66], predict the reactants needed to synthesize it. The reactants are: Cl[CH:2]1[CH2:7][CH2:6][O:5][CH2:4][CH2:3]1.[O:5]1[CH2:6][CH2:7][CH:2](OS(C)(=O)=O)[CH2:3][CH2:4]1.BrC1CCOCC1.IC1CCOCC1.O1CCC(OS(C2C=CC(C)=CC=2)(=O)=O)CC1.OC1C=COCC=1.[Br:57][C:58]1[C:63]([CH3:64])=[CH:62][C:61]([OH:65])=[CH:60][C:59]=1[CH3:66].